Task: Predict the reactants needed to synthesize the given product.. Dataset: Full USPTO retrosynthesis dataset with 1.9M reactions from patents (1976-2016) (1) Given the product [CH3:41][O:40][C:38]([C:28]1[S:29][C:30]([C:32]2[CH:33]=[CH:34][CH:35]=[CH:36][CH:37]=2)=[CH:31][C:27]=1[N:17]([C:18]([CH:20]1[CH2:21][CH2:22][CH:23]([CH3:26])[CH2:24][CH2:25]1)=[O:19])[CH:14]1[CH2:15][CH2:16][NH:11][CH2:12][CH2:13]1)=[O:39], predict the reactants needed to synthesize it. The reactants are: C(OC([N:11]1[CH2:16][CH2:15][CH:14]([N:17]([C:27]2[CH:31]=[C:30]([C:32]3[CH:37]=[CH:36][CH:35]=[CH:34][CH:33]=3)[S:29][C:28]=2[C:38]([O:40][CH3:41])=[O:39])[C:18]([CH:20]2[CH2:25][CH2:24][CH:23]([CH3:26])[CH2:22][CH2:21]2)=[O:19])[CH2:13][CH2:12]1)=O)C1C=CC=CC=1.C(OCC)(=O)C. (2) Given the product [CH2:18]([C:15]1([CH2:14][C@H:4]([CH2:5][C:6]([N:8]2[CH2:13][CH2:12][O:11][CH2:10][CH2:9]2)=[O:7])[C:3]([OH:25])=[O:2])[CH2:16][CH2:17]1)[C:19]1[CH:20]=[CH:21][CH:22]=[CH:23][CH:24]=1, predict the reactants needed to synthesize it. The reactants are: C[O:2][C:3](=[O:25])[C@H:4]([CH2:14][C:15]1([CH2:18][C:19]2[CH:24]=[CH:23][CH:22]=[CH:21][CH:20]=2)[CH2:17][CH2:16]1)[CH2:5][C:6]([N:8]1[CH2:13][CH2:12][O:11][CH2:10][CH2:9]1)=[O:7].C1COCC1.O.[OH-].[Li+]. (3) Given the product [ClH:1].[ClH:1].[NH2:33][CH2:34][CH2:35][NH:36][C:10](=[O:12])[CH2:9][C@H:8]([NH:7][CH2:6][C:5]1[CH:14]=[CH:15][C:2]([Cl:1])=[C:3]([O:17][C:18]2[CH:23]=[CH:22][CH:21]=[CH:20][CH:19]=2)[C:4]=1[F:16])[CH3:13], predict the reactants needed to synthesize it. The reactants are: [Cl:1][C:2]1[CH:15]=[CH:14][C:5]([CH2:6][NH:7][C@H:8]([CH3:13])[CH2:9][C:10]([OH:12])=O)=[C:4]([F:16])[C:3]=1[O:17][C:18]1[CH:23]=[CH:22][CH:21]=[CH:20][CH:19]=1.C(N(C(C)C)CC)(C)C.[NH2:33][CH2:34][CH2:35][NH:36]C(=O)OC(C)(C)C.F[P-](F)(F)(F)(F)F.N1(OC(N(C)C)=[N+](C)C)C2N=CC=CC=2N=N1. (4) Given the product [Br:20][C:21]1[CH:22]=[C:23]2[C:27](=[CH:28][C:29]=1[F:30])[N:26]([CH:6]1[CH2:11][CH2:10][N:9]([C:12]3[N:17]=[CH:16][C:15]([CH2:18][CH3:19])=[CH:14][N:13]=3)[CH2:8][CH2:7]1)[CH:25]=[CH:24]2, predict the reactants needed to synthesize it. The reactants are: CS(O[CH:6]1[CH2:11][CH2:10][N:9]([C:12]2[N:17]=[CH:16][C:15]([CH2:18][CH3:19])=[CH:14][N:13]=2)[CH2:8][CH2:7]1)(=O)=O.[Br:20][C:21]1[CH:22]=[C:23]2[C:27](=[CH:28][C:29]=1[F:30])[NH:26][CH:25]=[CH:24]2. (5) Given the product [C:27]1([C:36]2[CH:37]=[CH:38][CH:39]=[CH:40][CH:41]=2)[CH:28]=[CH:29][C:30]([C@H:33]([NH:35][C:2]2[N:7]=[C:6]([N:8]3[C@@H:12]([CH:13]([CH3:15])[CH3:14])[CH2:11][O:10][C:9]3=[O:16])[CH:5]=[CH:4][N:3]=2)[CH3:34])=[CH:31][CH:32]=1.[C:27]1([C:36]2[CH:37]=[CH:38][CH:39]=[CH:40][CH:41]=2)[CH:28]=[CH:29][C:30]([C@@H:33]([NH:35][C:2]2[N:7]=[C:6]([N:8]3[C@@H:12]([CH:13]([CH3:15])[CH3:14])[CH2:11][O:10][C:9]3=[O:16])[CH:5]=[CH:4][N:3]=2)[CH3:34])=[CH:31][CH:32]=1, predict the reactants needed to synthesize it. The reactants are: Cl[C:2]1[N:7]=[C:6]([N:8]2[C@@H:12]([CH:13]([CH3:15])[CH3:14])[CH2:11][O:10][C:9]2=[O:16])[CH:5]=[CH:4][N:3]=1.CCN(C(C)C)C(C)C.Cl.[C:27]1([C:36]2[CH:41]=[CH:40][CH:39]=[CH:38][CH:37]=2)[CH:32]=[CH:31][C:30]([CH:33]([NH2:35])[CH3:34])=[CH:29][CH:28]=1. (6) Given the product [N:15]1[N:11]([C:5]2[CH:4]=[CH:3][CH:2]=[CH:1][C:6]=2[C:8]([N:38]2[CH:35]3[CH2:36][CH2:37][CH:32]2[CH:33]([CH2:39][O:40][C:41]2[CH:50]=[N:49][C:48]4[C:43](=[CH:44][CH:45]=[CH:46][CH:47]=4)[N:42]=2)[CH2:34]3)=[O:10])[N:12]=[CH:13][CH:14]=1, predict the reactants needed to synthesize it. The reactants are: [CH3:1][C:2]1N=[C:6]([C:8]([OH:10])=O)[C:5]([N:11]2[N:15]=[CH:14][CH:13]=[N:12]2)=[CH:4][CH:3]=1.FC1C=CC(OCC2CC3NC2CC3)=NC=1.[CH:32]12[NH:38][CH:35]([CH2:36][CH2:37]1)[CH2:34][CH:33]2[CH2:39][O:40][C:41]1[CH:50]=[N:49][C:48]2[C:43](=[CH:44][CH:45]=[CH:46][CH:47]=2)[N:42]=1.